From a dataset of Full USPTO retrosynthesis dataset with 1.9M reactions from patents (1976-2016). Predict the reactants needed to synthesize the given product. (1) The reactants are: [CH2:1]([O:4][C:5]1([CH3:46])[CH2:10][CH2:9][N:8]([C:11]2[N:16]3[N:17]=[C:18]([CH2:20][O:21][CH2:22][C:23]4[CH:28]=[CH:27][C:26]([Cl:29])=[CH:25][C:24]=4[O:30][C@H:31]([CH2:33]C=C)[CH3:32])[CH:19]=[C:15]3[N:14]=[C:13]([CH3:36])[C:12]=2[C@H:37]([O:41][C:42]([CH3:45])([CH3:44])[CH3:43])[C:38]([OH:40])=[O:39])[CH2:7][CH2:6]1)[CH:2]=[CH2:3]. Given the product [C:42]([O:41][C@@H:37]([C:12]1[C:13]([CH3:36])=[N:14][C:15]2=[CH:19][C:18]3=[N:17][N:16]2[C:11]=1[N:8]1[CH2:7][CH2:6][C:5]([CH3:46])([O:4][CH2:1][CH:2]=[CH:3][CH2:32][C@H:31]([CH3:33])[O:30][C:24]2[C:23]([CH2:22][O:21][CH2:20]3)=[CH:28][CH:27]=[C:26]([Cl:29])[CH:25]=2)[CH2:10][CH2:9]1)[C:38]([OH:40])=[O:39])([CH3:45])([CH3:44])[CH3:43], predict the reactants needed to synthesize it. (2) Given the product [C:1]1([C:10]2[CH:15]=[CH:14][CH:13]=[CH:12][CH:11]=2)[C:2]([C:7]([Cl:18])=[O:8])=[CH:3][CH:4]=[CH:5][CH:6]=1, predict the reactants needed to synthesize it. The reactants are: [C:1]1([C:10]2[CH:15]=[CH:14][CH:13]=[CH:12][CH:11]=2)[C:2]([C:7](O)=[O:8])=[CH:3][CH:4]=[CH:5][CH:6]=1.S(Cl)([Cl:18])=O. (3) Given the product [Si:1]([O:8][C:9]1[CH:10]=[C:11]([CH:14]=[CH:15][CH:16]=1)[CH2:12][NH:18][C:19]1([C:24]([O:26][CH2:27][CH3:28])=[O:25])[CH2:23][CH2:22][CH2:21][CH2:20]1)([C:4]([CH3:7])([CH3:6])[CH3:5])([CH3:3])[CH3:2], predict the reactants needed to synthesize it. The reactants are: [Si:1]([O:8][C:9]1[CH:10]=[C:11]([CH:14]=[CH:15][CH:16]=1)[CH:12]=O)([C:4]([CH3:7])([CH3:6])[CH3:5])([CH3:3])[CH3:2].Cl.[NH2:18][C:19]1([C:24]([O:26][CH2:27][CH3:28])=[O:25])[CH2:23][CH2:22][CH2:21][CH2:20]1.